This data is from Catalyst prediction with 721,799 reactions and 888 catalyst types from USPTO. The task is: Predict which catalyst facilitates the given reaction. (1) Reactant: C(NC(C)C)(C)C.[Li]CCCC.[Br:13][C:14]1[CH:19]=[CH:18][C:17]([F:20])=[C:16]([F:21])[C:15]=1[F:22].[C:23](=[O:25])=[O:24]. Product: [Br:13][C:14]1[C:15]([F:22])=[C:16]([F:21])[C:17]([F:20])=[C:18]([CH:19]=1)[C:23]([OH:25])=[O:24]. The catalyst class is: 1. (2) The catalyst class is: 17. Product: [C:1]([NH:4][C:5]1[CH:29]=[CH:28][C:8]([C:9]([NH:11][C:12]2[S:16][C:15]([NH:17][C:18]3[CH:23]=[CH:22][C:21]([NH:24][C:30](=[O:32])[CH3:31])=[CH:20][CH:19]=3)=[N:14][C:13]=2[C:25]([NH2:27])=[O:26])=[O:10])=[CH:7][CH:6]=1)(=[O:3])[CH3:2]. Reactant: [C:1]([NH:4][C:5]1[CH:29]=[CH:28][C:8]([C:9]([NH:11][C:12]2[S:16][C:15]([NH:17][C:18]3[CH:23]=[CH:22][C:21]([NH2:24])=[CH:20][CH:19]=3)=[N:14][C:13]=2[C:25]([NH2:27])=[O:26])=[O:10])=[CH:7][CH:6]=1)(=[O:3])[CH3:2].[C:30](Cl)(=[O:32])[CH3:31]. (3) Reactant: C[O:2][C:3]([CH:5]1[CH:9]([C:10]2[CH:15]=[CH:14][CH:13]=[C:12]([Cl:16])[C:11]=2[F:17])[C:8]([C:20]2[CH:25]=[CH:24][C:23]([Cl:26])=[CH:22][C:21]=2[F:27])([C:18]#[N:19])[CH:7]([CH2:28][C:29]([CH:32]2[CH2:34][CH2:33]2)([CH3:31])[CH3:30])[NH:6]1)=[O:4].[OH-].[Na+].CO.Cl. Product: [Cl:16][C:12]1[C:11]([F:17])=[C:10]([CH:9]2[C:8]([C:20]3[CH:25]=[CH:24][C:23]([Cl:26])=[CH:22][C:21]=3[F:27])([C:18]#[N:19])[CH:7]([CH2:28][C:29]([CH:32]3[CH2:33][CH2:34]3)([CH3:31])[CH3:30])[NH:6][CH:5]2[C:3]([OH:4])=[O:2])[CH:15]=[CH:14][CH:13]=1. The catalyst class is: 7. (4) Reactant: [C:1]([O:5][C:6]([C@H:8]1[CH2:13][CH:12]([CH2:14][C:15]([O:17][CH3:18])=[O:16])[CH2:11][NH:10][C@@H:9]1[C:19]([OH:21])=O)=[O:7])([CH3:4])([CH3:3])[CH3:2].CN([P+](ON1N=NC2C=CC=CC1=2)(N(C)C)N(C)C)C.F[P-](F)(F)(F)(F)F.[C:49]1([CH:55]2[CH2:59][CH2:58][NH:57][CH2:56]2)[CH:54]=[CH:53][CH:52]=[CH:51][CH:50]=1.C(N(CC)C(C)C)(C)C. Product: [CH3:18][O:17][C:15](=[O:16])[CH2:14][CH:12]1[CH2:11][NH:10][C@H:9]([C:19]([N:57]2[CH2:58][CH2:59][CH:55]([C:49]3[CH:54]=[CH:53][CH:52]=[CH:51][CH:50]=3)[CH2:56]2)=[O:21])[C@@H:8]([C:6]([O:5][C:1]([CH3:2])([CH3:3])[CH3:4])=[O:7])[CH2:13]1. The catalyst class is: 3. (5) Reactant: Br[C:2]1[C:3]([N:5]([CH3:10])[C:6](=[O:9])[C:7]=1[Br:8])=[O:4].C([O-])([O-])=O.[Cs+].[Cs+].[NH:17]1[CH2:22][CH2:21][O:20][CH2:19][CH2:18]1. Product: [Br:8][C:7]1[C:6](=[O:9])[N:5]([CH3:10])[C:3](=[O:4])[C:2]=1[N:17]1[CH2:22][CH2:21][O:20][CH2:19][CH2:18]1. The catalyst class is: 3. (6) Reactant: [CH3:1][O:2][C:3]1[C:12]([N+:13]([O-])=O)=[CH:11][C:6]([C:7]([O:9][CH3:10])=[O:8])=[CH:5][N:4]=1.[H][H]. Product: [NH2:13][C:12]1[C:3]([O:2][CH3:1])=[N:4][CH:5]=[C:6]([CH:11]=1)[C:7]([O:9][CH3:10])=[O:8]. The catalyst class is: 78.